This data is from Full USPTO retrosynthesis dataset with 1.9M reactions from patents (1976-2016). The task is: Predict the reactants needed to synthesize the given product. (1) The reactants are: [Br:1][C:2]1[CH:3]=[N:4][C:5](Cl)=[N:6][CH:7]=1.Cl.[F:10][C:11]([F:26])([F:25])[C:12]1[CH:24]=[CH:23][CH:22]=[CH:21][C:13]=1[O:14][CH:15]1[CH2:20][CH2:19][NH:18][CH2:17][CH2:16]1.C(N(CC)C(C)C)(C)C.[NH4+].[Cl-]. Given the product [Br:1][C:2]1[CH:3]=[N:4][C:5]([N:18]2[CH2:17][CH2:16][CH:15]([O:14][C:13]3[CH:21]=[CH:22][CH:23]=[CH:24][C:12]=3[C:11]([F:10])([F:25])[F:26])[CH2:20][CH2:19]2)=[N:6][CH:7]=1, predict the reactants needed to synthesize it. (2) Given the product [F:21][C:4]1[CH:3]=[C:2]([C:28]2[CH:27]=[CH:26][C:25]([O:24][C:23]([F:22])([F:34])[F:35])=[CH:30][CH:29]=2)[CH:7]=[CH:6][C:5]=1[C:8]([N:10]1[CH2:14][CH2:13][CH2:12][C@H:11]1[CH2:15][N:16]1[CH2:20][CH2:19][CH2:18][CH2:17]1)=[O:9], predict the reactants needed to synthesize it. The reactants are: Br[C:2]1[CH:7]=[CH:6][C:5]([C:8]([N:10]2[CH2:14][CH2:13][CH2:12][C@H:11]2[CH2:15][N:16]2[CH2:20][CH2:19][CH2:18][CH2:17]2)=[O:9])=[C:4]([F:21])[CH:3]=1.[F:22][C:23]([F:35])([F:34])[O:24][C:25]1[CH:30]=[CH:29][C:28](B(O)O)=[CH:27][CH:26]=1. (3) Given the product [CH2:1]([O:8][C:9](=[O:42])[C@@H:10]([NH:18][C:19]([NH:21][C:22]1[CH:23]=[CH:24][C:25]([S:28]([N:31]2[CH2:36][CH2:35][CH:34]([CH:37]=[O:38])[CH2:33][CH2:32]2)(=[O:30])=[O:29])=[CH:26][CH:27]=1)=[O:20])[CH2:11][C:12]1[CH:13]=[CH:14][CH:15]=[CH:16][CH:17]=1)[C:2]1[CH:3]=[CH:4][CH:5]=[CH:6][CH:7]=1, predict the reactants needed to synthesize it. The reactants are: [CH2:1]([O:8][C:9](=[O:42])[C@@H:10]([NH:18][C:19]([NH:21][C:22]1[CH:27]=[CH:26][C:25]([S:28]([N:31]2[CH2:36][CH2:35][CH:34]([CH:37](OC)[O:38]C)[CH2:33][CH2:32]2)(=[O:30])=[O:29])=[CH:24][CH:23]=1)=[O:20])[CH2:11][C:12]1[CH:17]=[CH:16][CH:15]=[CH:14][CH:13]=1)[C:2]1[CH:7]=[CH:6][CH:5]=[CH:4][CH:3]=1.[I-].[Na+].ClC([SiH3])(Cl)Cl. (4) Given the product [CH2:36]([N:35]([CH2:38][CH3:39])[C:33](=[O:34])[CH2:32][N:20]1[CH2:19][CH2:18][O:17][C:16]2[CH:21]=[C:12]([S:9](=[O:10])(=[O:11])[NH:8][C:22]3[S:23][CH:24]=[CH:25][N:26]=3)[CH:13]=[CH:14][C:15]1=2)[CH3:37], predict the reactants needed to synthesize it. The reactants are: COC1C=CC(C[N:8]([C:22]2[S:23][CH:24]=[CH:25][N:26]=2)[S:9]([C:12]2[CH:13]=[CH:14][C:15]3[NH:20][CH2:19][CH2:18][O:17][C:16]=3[CH:21]=2)(=[O:11])=[O:10])=CC=1.[H-].[Na+].Cl[CH2:32][C:33]([N:35]([CH2:38][CH3:39])[CH2:36][CH3:37])=[O:34]. (5) The reactants are: [F:1][C:2]1[C:3](I)=[C:4]2[C:14]3[C:9](=[CH:10][N:11]=[C:12]([C:15]4[CH:16]=[N:17][CH:18]=[CH:19][CH:20]=4)[CH:13]=3)[NH:8][C:5]2=[N:6][CH:7]=1.[CH3:22][C:23]([NH2:27])([CH3:26])[C:24]#[CH:25]. Given the product [F:1][C:2]1[C:3]([C:25]#[C:24][C:23]([CH3:26])([NH2:27])[CH3:22])=[C:4]2[C:14]3[C:9](=[CH:10][N:11]=[C:12]([C:15]4[CH:16]=[N:17][CH:18]=[CH:19][CH:20]=4)[CH:13]=3)[NH:8][C:5]2=[N:6][CH:7]=1, predict the reactants needed to synthesize it.